Dataset: Catalyst prediction with 721,799 reactions and 888 catalyst types from USPTO. Task: Predict which catalyst facilitates the given reaction. (1) Product: [F:36][CH:2]([F:1])[C:3]1[N:7]([C:8]2[CH:13]=[C:12]([N:14]3[CH2:19][CH2:18][O:17][CH2:16][CH2:15]3)[N:11]=[C:10]([NH:20][CH2:21][C@H:22]3[CH2:27][CH2:26][C@H:25]([N:28]([CH2:29][CH2:30][F:31])[CH2:46][CH2:47][CH2:48][OH:49])[CH2:24][CH2:23]3)[CH:9]=2)[C:6]2[CH:32]=[CH:33][CH:34]=[CH:35][C:5]=2[N:4]=1. The catalyst class is: 44. Reactant: [F:1][CH:2]([F:36])[C:3]1[N:7]([C:8]2[CH:13]=[C:12]([N:14]3[CH2:19][CH2:18][O:17][CH2:16][CH2:15]3)[N:11]=[C:10]([NH:20][CH2:21][C@H:22]3[CH2:27][CH2:26][C@H:25]([NH:28][CH2:29][CH2:30][F:31])[CH2:24][CH2:23]3)[CH:9]=2)[C:6]2[CH:32]=[CH:33][CH:34]=[CH:35][C:5]=2[N:4]=1.P([O-])([O-])([O-])=O.[K+].[K+].[K+].Br[CH2:46][CH2:47][CH2:48][OH:49].O. (2) Reactant: [Cl:1][C:2]1[CH:7]=[CH:6][C:5]([C:8]2([CH3:34])[C:12]([C:14]3[CH:19]=[CH:18][C:17]([Cl:20])=[CH:16][CH:15]=3)([CH3:13])[NH:11][C:10]([C:21]3[CH:26]=[CH:25][C:24]([C:27]([F:30])([F:29])[F:28])=[CH:23][C:22]=3[O:31][CH2:32][CH3:33])=[N:9]2)=[CH:4][CH:3]=1.[C:35](Cl)([Cl:37])=[O:36]. Product: [Cl:1][C:2]1[CH:7]=[CH:6][C:5]([C:8]2([CH3:34])[C:12]([C:14]3[CH:15]=[CH:16][C:17]([Cl:20])=[CH:18][CH:19]=3)([CH3:13])[N:11]([C:35]([Cl:37])=[O:36])[C:10]([C:21]3[CH:26]=[CH:25][C:24]([C:27]([F:28])([F:29])[F:30])=[CH:23][C:22]=3[O:31][CH2:32][CH3:33])=[N:9]2)=[CH:4][CH:3]=1. The catalyst class is: 66.